This data is from M1 muscarinic receptor agonist screen with 61,833 compounds. The task is: Binary Classification. Given a drug SMILES string, predict its activity (active/inactive) in a high-throughput screening assay against a specified biological target. The molecule is OC1=C(C(N(CCN(CC)CC)C1=O)c1ccccc1)C(=O)C. The result is 0 (inactive).